Predict which catalyst facilitates the given reaction. From a dataset of Catalyst prediction with 721,799 reactions and 888 catalyst types from USPTO. Reactant: [CH3:1][C:2]1[CH:3]=[C:4]([CH:8]=[CH:9][C:10]=1[O:11][C:12]1[CH:17]=[CH:16][CH:15]=[CH:14][CH:13]=1)[C:5]([OH:7])=O.CN(C(ON1N=NC2C=CC=NC1=2)=[N+](C)C)C.F[P-](F)(F)(F)(F)F.C(N(CC)CC)C.[NH2:49][CH2:50][C:51]1[C:52]([OH:59])=[N:53][C:54]([CH3:58])=[CH:55][C:56]=1[CH3:57]. Product: [OH:59][C:52]1[C:51]([CH2:50][NH:49][C:5](=[O:7])[C:4]2[CH:8]=[CH:9][C:10]([O:11][C:12]3[CH:17]=[CH:16][CH:15]=[CH:14][CH:13]=3)=[C:2]([CH3:1])[CH:3]=2)=[C:56]([CH3:57])[CH:55]=[C:54]([CH3:58])[N:53]=1. The catalyst class is: 4.